This data is from Cav3 T-type calcium channel HTS with 100,875 compounds. The task is: Binary Classification. Given a drug SMILES string, predict its activity (active/inactive) in a high-throughput screening assay against a specified biological target. (1) The compound is S(Cc1[nH]\c(nc(n1)N)=C1\C(=O)C=CC=C1)c1nc(cc(n1)C)C. The result is 0 (inactive). (2) The drug is S=c1n(CCN(CC)CC)c(=O)c2c([nH]1)nccc2. The result is 0 (inactive).